From a dataset of Full USPTO retrosynthesis dataset with 1.9M reactions from patents (1976-2016). Predict the reactants needed to synthesize the given product. (1) Given the product [CH3:1][O:2][CH2:3][CH2:4][O:5][C:6]1[CH:11]=[CH:10][C:9](/[CH:12]=[CH:13]/[C:14]([OH:16])=[O:15])=[C:8]([O:19][C:20]2[N:21]=[N:22][C:23]([C:26]([F:27])([F:28])[F:29])=[CH:24][CH:25]=2)[CH:7]=1, predict the reactants needed to synthesize it. The reactants are: [CH3:1][O:2][CH2:3][CH2:4][O:5][C:6]1[CH:11]=[CH:10][C:9](/[CH:12]=[CH:13]/[C:14]([O:16]CC)=[O:15])=[C:8]([O:19][C:20]2[N:21]=[N:22][C:23]([C:26]([F:29])([F:28])[F:27])=[CH:24][CH:25]=2)[CH:7]=1.[OH-].[Na+]. (2) Given the product [N+:16]([C:12]1[CH:11]=[C:10]([CH:3]([NH:2][C:26](=[O:27])[CH:25]([C:19]2[CH:24]=[CH:23][CH:22]=[CH:21][CH:20]=2)[CH2:29][CH3:30])[CH2:4][C:5]([O:7][CH2:8][CH3:9])=[O:6])[CH:15]=[CH:14][CH:13]=1)([O-:18])=[O:17], predict the reactants needed to synthesize it. The reactants are: Cl.[NH2:2][CH:3]([C:10]1[CH:15]=[CH:14][CH:13]=[C:12]([N+:16]([O-:18])=[O:17])[CH:11]=1)[CH2:4][C:5]([O:7][CH2:8][CH3:9])=[O:6].[C:19]1([CH:25]([CH2:29][CH3:30])[C:26](Cl)=[O:27])[CH:24]=[CH:23][CH:22]=[CH:21][CH:20]=1. (3) The reactants are: Br[CH2:2][CH2:3][CH2:4][CH2:5][CH2:6][N:7]1[C:11]2[CH:12]=[CH:13][CH:14]=[CH:15][C:10]=2[N:9]([C:16]2[CH:21]=[CH:20][C:19]([F:22])=[CH:18][C:17]=2[F:23])[S:8]1(=[O:25])=[O:24].[CH3:26][NH:27][CH3:28]. Given the product [F:23][C:17]1[CH:18]=[C:19]([F:22])[CH:20]=[CH:21][C:16]=1[N:9]1[C:10]2[CH:15]=[CH:14][CH:13]=[CH:12][C:11]=2[N:7]([CH2:6][CH2:5][CH2:4][CH2:3][CH2:2][N:27]([CH3:28])[CH3:26])[S:8]1(=[O:25])=[O:24], predict the reactants needed to synthesize it. (4) Given the product [NH2:1][C:2]1[C:45]([CH2:46][CH3:47])=[CH:44][C:5]([CH2:6][C@@H:7]([NH:23][C:24]([N:26]2[CH2:27][CH2:28][CH:29]([N:32]3[CH2:38][CH2:37][C:36]4[CH:39]=[CH:40][CH:41]=[CH:42][C:35]=4[NH:34][C:33]3=[O:43])[CH2:30][CH2:31]2)=[O:25])[C:8]([N:10]2[CH2:15][CH2:14][CH:13]([N:16]3[CH2:17][CH2:18][N:19]([CH3:22])[CH2:20][CH2:21]3)[CH2:12][CH2:11]2)=[O:9])=[CH:4][C:3]=1[Cl:48], predict the reactants needed to synthesize it. The reactants are: [NH2:1][C:2]1[C:45]([C:46]#[CH:47])=[CH:44][C:5]([CH2:6][C@@H:7]([NH:23][C:24]([N:26]2[CH2:31][CH2:30][CH:29]([N:32]3[CH2:38][CH2:37][C:36]4[CH:39]=[CH:40][CH:41]=[CH:42][C:35]=4[NH:34][C:33]3=[O:43])[CH2:28][CH2:27]2)=[O:25])[C:8]([N:10]2[CH2:15][CH2:14][CH:13]([N:16]3[CH2:21][CH2:20][N:19]([CH3:22])[CH2:18][CH2:17]3)[CH2:12][CH2:11]2)=[O:9])=[CH:4][C:3]=1[Cl:48].C1(P(C2C=CC=CC=2)CCCP(C2C=CC=CC=2)C2C=CC=CC=2)C=CC=CC=1. (5) Given the product [CH3:40][N:39]([CH2:38][C:37]1[N:7]=[C:8]([C:9]2[CH:10]=[C:11]3[C:15](=[CH:16][CH:17]=2)[NH:14][N:13]=[C:12]3[C:18]2[CH:19]=[C:20]([C:24]([NH:26][CH2:27][CH2:28][CH:29]3[CH2:34][CH2:33][CH2:32][CH2:31][NH:30]3)=[O:25])[CH:21]=[CH:22][CH:23]=2)[NH:35][N:36]=1)[CH3:41], predict the reactants needed to synthesize it. The reactants are: Cl.Cl.Cl.C(O[N:7]=[CH:8][C:9]1[CH:10]=[C:11]2[C:15](=[CH:16][CH:17]=1)[NH:14][N:13]=[C:12]2[C:18]1[CH:19]=[C:20]([C:24]([NH:26][CH2:27][CH2:28][CH:29]2[CH2:34][CH2:33][CH2:32][CH2:31][NH:30]2)=[O:25])[CH:21]=[CH:22][CH:23]=1)C.[NH2:35][NH:36][C:37](=O)[CH2:38][N:39]([CH3:41])[CH3:40].C[O-].[Na+].